Dataset: Reaction yield outcomes from USPTO patents with 853,638 reactions. Task: Predict the reaction yield, written as a fraction of the theoretical maximum amount of product (1.0 means a 100% yield; for example, 0.34 means a 34% yield). (1) The reactants are Br[C:2]1[CH:3]=[C:4]2[C:9](=[CH:10][CH:11]=1)[N:8]([C:12]([CH:14]1[CH2:19][CH2:18][CH2:17][CH2:16][CH2:15]1)=[O:13])[CH:7]([CH2:20][N:21]1[CH2:26][CH2:25][N:24]([C:27]3[CH:35]=[CH:34][CH:33]=[C:32]4[C:28]=3[CH:29]=[CH:30][NH:31]4)[CH2:23][CH2:22]1)[CH2:6][CH2:5]2.[C:36]1(OB(O)O)[CH:41]=[CH:40][CH:39]=[CH:38][CH:37]=1.C([O-])([O-])=O.[K+].[K+]. The catalyst is O.[Pd].C1(P(C2C=CC=CC=2)C2C=CC=CC=2)C=CC=CC=1.C1(P(C2C=CC=CC=2)C2C=CC=CC=2)C=CC=CC=1.C1(P(C2C=CC=CC=2)C2C=CC=CC=2)C=CC=CC=1.C1(P(C2C=CC=CC=2)C2C=CC=CC=2)C=CC=CC=1. The product is [CH:14]1([C:12]([N:8]2[C:9]3[C:4](=[CH:3][C:2]([C:36]4[CH:41]=[CH:40][CH:39]=[CH:38][CH:37]=4)=[CH:11][CH:10]=3)[CH2:5][CH2:6][CH:7]2[CH2:20][N:21]2[CH2:26][CH2:25][N:24]([C:27]3[CH:35]=[CH:34][CH:33]=[C:32]4[C:28]=3[CH:29]=[CH:30][NH:31]4)[CH2:23][CH2:22]2)=[O:13])[CH2:15][CH2:16][CH2:17][CH2:18][CH2:19]1. The yield is 0.100. (2) The reactants are [CH3:1][O:2][C:3]([C:5]1[CH:10]=[C:9]([NH2:11])[N:8]=[C:7](Cl)[N:6]=1)=[O:4].[Cl:13][C:14]1[CH:19]=[CH:18][C:17](B(O)O)=[C:16]([F:23])[C:15]=1[O:24][CH3:25]. The catalyst is C(COC)OC.O.Cl[Pd](Cl)([P](C1C=CC=CC=1)(C1C=CC=CC=1)C1C=CC=CC=1)[P](C1C=CC=CC=1)(C1C=CC=CC=1)C1C=CC=CC=1. The product is [CH3:1][O:2][C:3]([C:5]1[CH:10]=[C:9]([NH2:11])[N:8]=[C:7]([C:17]2[CH:18]=[CH:19][C:14]([Cl:13])=[C:15]([O:24][CH3:25])[C:16]=2[F:23])[N:6]=1)=[O:4]. The yield is 0.535. (3) The reactants are [CH3:1][C:2]1[C:3]([CH2:9][N:10]([CH2:16][C:17]2[C:22]([C:23]([C:26]3[CH:31]=[CH:30][C:29]([F:32])=[CH:28][CH:27]=3)([CH3:25])[CH3:24])=[CH:21][CH:20]=[CH:19][N:18]=2)[CH2:11][CH2:12][CH2:13][CH2:14][NH2:15])=[N:4][CH:5]=[C:6]([CH3:8])[CH:7]=1.[C:33]([N:40]1C=CN=C1)(N1C=CN=C1)=[O:34].CCN(C(C)C)C(C)C.N[OH:55].Cl. The catalyst is C1COCC1.C(Cl)Cl. The product is [CH3:1][C:2]1[C:3]([CH2:9][N:10]([CH2:16][C:17]2[C:22]([C:23]([CH3:25])([C:26]3[CH:31]=[CH:30][C:29]([F:32])=[CH:28][CH:27]=3)[CH3:24])=[CH:21][CH:20]=[CH:19][N:18]=2)[CH2:11][CH2:12][CH2:13][CH2:14][NH:15][C:33]([NH:40][OH:55])=[O:34])=[N:4][CH:5]=[C:6]([CH3:8])[CH:7]=1. The yield is 0.590.